Dataset: Experimentally validated miRNA-target interactions with 360,000+ pairs, plus equal number of negative samples. Task: Binary Classification. Given a miRNA mature sequence and a target amino acid sequence, predict their likelihood of interaction. (1) The miRNA is hsa-miR-6828-5p with sequence AGGAAGCAAGAGAACCCUGUGG. The protein sequence of the target gene is MSSPDAGYASDDQSQTQSALPAVMAGLGPCPWAESLSPIGDMKVKGEAPANSGAPAGAAGRAKGESRIRRPMNAFMVWAKDERKRLAQQNPDLHNAELSKMLGKSWKALTLAEKRPFVEEAERLRVQHMQDHPNYKYRPRRRKQVKRLKRVEGGFLHGLAEPQAAALGPEGGRVAMDGLGLQFPEQGFPAGPPLLPPHMGGHYRDCQSLGAPPLDGYPLPTPDTSPLDGVDPDPAFFAAPMPGDCPAAGTYSYAQVSDYAGPPEPPAGPMHPRLGPEPAGPSIPGLLAPPSALHVYYGAM.... Result: 1 (interaction). (2) The miRNA is hsa-miR-4519 with sequence CAGCAGUGCGCAGGGCUG. The protein sequence of the target gene is MPGGKRGLVAPQNTFLENIVRRSSESSFLLGNAQIVDWPVVYSNDGFCKLSGYHRADVMQKSSTCSFMYGELTDKKTIEKVRQTFDNYESNCFEVLLYKKNRTPVWFYMQIAPIRNEHEKVVLFLCTFKDITLFKQPIEDDSTKGWTKFARLTRALTNSRSVLQQLTPMNKTEVVHKHSRLAEVLQLGSDILPQYKQEAPKTPPHIILHYCAFKTTWDWVILILTFYTAIMVPYNVSFKTKQNNIAWLVLDSVVDVIFLVDIVLNFHTTFVGPGGEVISDPKLIRMNYLKTWFVIDLLSC.... Result: 0 (no interaction). (3) The miRNA is hsa-miR-1233-5p with sequence AGUGGGAGGCCAGGGCACGGCA. The protein sequence of the target gene is MGDRERNKKRLLELLRAPDTGNAHCADCGAADPDWASYKLGIFICLNCCGVHRNFPDISRVKSVRLDFWDDSIVEFMIHNGNLRVKAKFEARVPAFYYIPQANDCLVLKEQWIRAKYERREFMADGETISLPGNREGFLWKRGRDNSQFLRRKFVLLAREGLLKYFTKEQGKSPKAVISIKDLNATFQTEKIGHPHGLQITYRRDGHTRNLFVYHESGKEIVDWFNALRAARLQYLKMAFPELPESELVPFLTRNYLKQGFMEKTGPKQKEPFKKRWFALDCHERRLLYYKNPLDAFEQG.... Result: 0 (no interaction). (4) The miRNA is hsa-miR-125b-5p with sequence UCCCUGAGACCCUAACUUGUGA. The protein sequence of the target gene is MGNVPSAVKHCLSYQQLLREHLWIGDSVAGALDPAQTSLLTNLHCFQPDVSGFSVSLAGTVACIHWETSQLSGLPEFVKIVEVGPRDGLQNEKVIVPTDIKIEFINRLSQTGLSVIEVTSFVSSRWVPQMADHTEVMKGIHQYPGVRYPVLTPNLQGFHHAVAAGATEISVFGAASESFSKKNINCSIEESMGKFEEVVKSARHMNIPARGYVSCALGCPYEGSITPQKVTEVSKRLYGMGCYEISLGDTIGVGTPGSMKRMLESVMKEIPPGALAVHCHDTYGQALANILTALQMGINV.... Result: 1 (interaction). (5) The miRNA is hsa-miR-4287 with sequence UCUCCCUUGAGGGCACUUU. The protein sequence of the target gene is MSSDFEGYEQDFAVLTAEITSKIARVPRLPPDEKKQMVANVEKQLEEAKELLEQMDLEVREIPPQSRGMYSNRMRSYKQEMGKLETDFKRSRIAYSDEVRNELLGDDGNSSENQRAHLLDNTERLERSSRRLEAGYQIAVETEQIGQEMLENLSHDREKIQRARERLRETDANLGKSSRILTGMLRRIIQNRILLVILGIIVVITILMAITFSVRRH. Result: 1 (interaction). (6) The miRNA is hsa-miR-302a-3p with sequence UAAGUGCUUCCAUGUUUUGGUGA. The protein sequence of the target gene is MDEEPERTKRWEGGYERTWEILKEDESGSLKATIEDILFKAKRKRVFEHHGQVRLGMMRHLYVVVDGSRTMEDQDLKPNRLTCTLKLLEYFVEEYFDQNPISQIGIIVTKSKRAEKLTELSGNPRKHITSLKEAVDMTCHGEPSLYNSLSMAMQTLKHMPGHTSREVLIIFSSLTTCDPSNIYDLIKTLKAAKIRVSVIGLSAEVRVCTVLARETGGTYHVILDESHYKELLTHHLSPPPASSSSECSLIRMGFPQHTIASLSDQDAKPSFSMAHLDGNTEPGLTLGGYFCPQCRAKYCE.... Result: 1 (interaction). (7) The miRNA is cel-miR-64-5p with sequence UAUGACACUGAAGCGUUACCGAA. The protein sequence of the target gene is MEFGLLGEAEARSPALSLSDAGTPHPPLPEHGCKGQEHSDSEKASASLPGGSPEDGSLKKKQRRQRTHFTSQQLQELEATFQRNRYPDMSTREEIAVWTNLTEARVRVWFKNRRAKWRKRERSQQAELCKGGFAAPLGGLVPPYEEVYPGYSYGNWPPKALAPPLAAKTFPFAFNSVNVGPLASQPVFSPPSSIAASMVPSAAAAPGTVPGPGALQGLGGAPPGLAPAAVSSGAVSCPYASAAAAAAAAASSPYVYRDPCNSSLASLRLKAKQHASFSYPAVPGPPPAANLSPCQYAVER.... Result: 0 (no interaction).